From a dataset of Reaction yield outcomes from USPTO patents with 853,638 reactions. Predict the reaction yield, written as a fraction of the theoretical maximum amount of product (1.0 means a 100% yield; for example, 0.34 means a 34% yield). (1) The reactants are [Cl:1][C:2]1[CH:7]=[CH:6][C:5]([C@@H:8]([C:24]2[CH:29]=[CH:28][CH:27]=[C:26]([F:30])[CH:25]=2)[CH2:9][C:10]([N:12]2[C@@H:16]([C:17]3[CH:22]=[CH:21][CH:20]=[CH:19][CH:18]=3)[CH2:15][O:14][C:13]2=[O:23])=[O:11])=[CH:4][CH:3]=1.C[Si]([N-][Si](C)(C)C)(C)C.[Na+].CC(C1C=C(C(C)C)C(S([N:56]=[N+:57]=[N-:58])(=O)=O)=C(C(C)C)C=1)C.C(O)(=O)C. The catalyst is C1COCC1.C([O-])(=O)C.C[N+](C)(C)C.O. The product is [N:56]([C@@H:9]([C@@H:8]([C:5]1[CH:6]=[CH:7][C:2]([Cl:1])=[CH:3][CH:4]=1)[C:24]1[CH:29]=[CH:28][CH:27]=[C:26]([F:30])[CH:25]=1)[C:10]([N:12]1[C@@H:16]([C:17]2[CH:22]=[CH:21][CH:20]=[CH:19][CH:18]=2)[CH2:15][O:14][C:13]1=[O:23])=[O:11])=[N+:57]=[N-:58]. The yield is 0.630. (2) The product is [NH:48]1[CH:52]=[CH:51][N:50]=[C:49]1[NH:53][C:54]([C:56]1([NH:61][C:20]([C:18]2[CH:17]=[CH:16][C:14]3[NH:15][C:11]([C:3]4[N:2]=[CH:1][C:10]5[C:5]([CH:4]=4)=[CH:6][CH:7]=[CH:8][CH:9]=5)=[N:12][C:13]=3[CH:19]=2)=[O:22])[CH2:60][CH2:59][CH2:58][CH2:57]1)=[O:55]. The reactants are [CH:1]1[C:10]2[C:5](=[CH:6][CH:7]=[CH:8][CH:9]=2)[CH:4]=[C:3]([C:11]2[NH:15][C:14]3[CH:16]=[CH:17][C:18]([C:20]([OH:22])=O)=[CH:19][C:13]=3[N:12]=2)[N:2]=1.CN(C(ON1N=NC2C=CC=CC1=2)=[N+](C)C)C.F[P-](F)(F)(F)(F)F.Cl.[NH:48]1[CH:52]=[CH:51][N:50]=[C:49]1[NH:53][C:54]([C:56]1([NH2:61])[CH2:60][CH2:59][CH2:58][CH2:57]1)=[O:55]. The yield is 0.100. No catalyst specified. (3) The reactants are [CH2:1]1[C@@H:5]2[C@@H:6]3[C:11](=[O:12])[O:10][C:8](=[O:9])[C@@H:7]3[C@H:2]1[CH:3]=[CH:4]2.C1(C)C=CC=CC=1.COC1C=CC2N=CC=C([C@@H](O)[C@H]3N4C[C@H](C=C)[C@@H](CC4)C3)C=2C=1.[CH3:44][OH:45]. The catalyst is C(Cl)(Cl)(Cl)Cl. The product is [CH3:44][O:45][C:11]([C@@H:6]1[C@@H:5]2[CH2:1][C@@H:2]([CH:3]=[CH:4]2)[C@@H:7]1[C:8]([OH:10])=[O:9])=[O:12]. The yield is 0.990. (4) No catalyst specified. The yield is 0.900. The product is [Cl:1][C:2]1[CH:7]=[CH:6][CH:5]=[CH:4][C:3]=1[C@H:8]([OH:32])[C@@H:9]([OH:74])[CH3:10]. The reactants are [Cl:1][C:2]1[CH:7]=[CH:6][CH:5]=[CH:4][C:3]=1/[CH:8]=[CH:9]/[CH3:10].CC[C@H]1[C@H]2C[C@H]([C@H](OC3C4C(=CC=CC=4)C(O[C@H](C4C=CN=C5C=4C=C(OC)C=C5)[C@@H]4N5C[C@H](CC)[C@@H](CC5)C4)=NN=3)C3C=CN=C4C=3C=C([O:32]C)C=C4)N(CC2)C1.CC(O)(C)C.[OH2:74]. (5) The reactants are I[C:2]1[CH:8]=[C:7]([C:9]([F:12])([F:11])[F:10])[CH:6]=[CH:5][C:3]=1[NH2:4].[CH2:13]([Si:15]([CH2:23][CH3:24])([CH2:21][CH3:22])[C:16]#[C:17][CH2:18][CH2:19][OH:20])[CH3:14].[Cl-].[Li+].C(=O)([O-])[O-].[Na+].[Na+]. The catalyst is CN(C=O)C.C1(P([C-]2C=CC=C2)C2C=CC=CC=2)C=CC=CC=1.[C-]1(P(C2C=CC=CC=2)C2C=CC=CC=2)C=CC=C1.[Fe+2].[Pd](Cl)Cl. The product is [CH2:23]([Si:15]([CH2:13][CH3:14])([CH2:21][CH3:22])[C:16]1[NH:4][C:3]2[C:2]([C:17]=1[CH2:18][CH2:19][OH:20])=[CH:8][C:7]([C:9]([F:12])([F:11])[F:10])=[CH:6][CH:5]=2)[CH3:24]. The yield is 0.610. (6) The reactants are C(Cl)(=O)C(Cl)=O.CS(C)=O.[OH:11][CH2:12][C:13]1[C:18](=[O:19])[CH:17]=[CH:16][N:15]([C:20]2[CH:25]=[CH:24][CH:23]=[C:22]([C:26]([F:29])([F:28])[F:27])[CH:21]=2)[N:14]=1.CCN(CC)CC. The catalyst is C1COCC1.Cl. The product is [O:19]=[C:18]1[CH:17]=[CH:16][N:15]([C:20]2[CH:25]=[CH:24][CH:23]=[C:22]([C:26]([F:29])([F:28])[F:27])[CH:21]=2)[N:14]=[C:13]1[CH:12]=[O:11]. The yield is 0.510. (7) The reactants are [S:1](Cl)(Cl)=[O:2].[OH:5][CH:6]([CH3:17])[CH2:7][CH2:8][NH:9][C:10](=[O:16])[O:11][C:12]([CH3:15])([CH3:14])[CH3:13].N1C=CC=CC=1.C(OCC)(=O)C. The catalyst is C(#N)C.CN(C)C1C=CN=CC=1. The product is [CH3:17][CH:6]1[O:5][S:1](=[O:2])[N:9]([C:10]([O:11][C:12]([CH3:13])([CH3:15])[CH3:14])=[O:16])[CH2:8][CH2:7]1. The yield is 0.960.